From a dataset of Full USPTO retrosynthesis dataset with 1.9M reactions from patents (1976-2016). Predict the reactants needed to synthesize the given product. (1) Given the product [N:1]1[CH:6]=[CH:5][N:4]=[CH:3][C:2]=1[C:7]([Cl:12])=[O:9], predict the reactants needed to synthesize it. The reactants are: [N:1]1[CH:6]=[CH:5][N:4]=[CH:3][C:2]=1[C:7]([OH:9])=O.S(Cl)([Cl:12])=O. (2) The reactants are: Cl[C:2]1[CH:3]=[C:4]2[N:11]([CH3:12])[CH2:10][CH2:9][N:5]2[C:6](=[O:8])[N:7]=1.[F:13][C:14]1[CH:15]=[C:16]([CH2:32][OH:33])[CH:17]=[C:18]([F:31])[C:19]=1[O:20][C:21]1[CH:22]=[N:23][C:24]([C:27]([F:30])([F:29])[F:28])=[CH:25][CH:26]=1. Given the product [F:13][C:14]1[CH:15]=[C:16]([CH:17]=[C:18]([F:31])[C:19]=1[O:20][C:21]1[CH:22]=[N:23][C:24]([C:27]([F:30])([F:28])[F:29])=[CH:25][CH:26]=1)[CH2:32][O:33][C:2]1[CH:3]=[C:4]2[N:11]([CH3:12])[CH2:10][CH2:9][N:5]2[C:6](=[O:8])[N:7]=1, predict the reactants needed to synthesize it.